This data is from Reaction yield outcomes from USPTO patents with 853,638 reactions. The task is: Predict the reaction yield, written as a fraction of the theoretical maximum amount of product (1.0 means a 100% yield; for example, 0.34 means a 34% yield). (1) The reactants are [NH2:1][C:2]1[S:6][N:5]=[C:4]([CH3:7])[C:3]=1[C:8]([NH:10][C:11]1[CH:16]=[CH:15][CH:14]=[CH:13][C:12]=1[CH2:17][CH3:18])=[O:9].Cl[C:20]1[CH:29]=[N:28][C:27]2[C:22](=[CH:23][CH:24]=[C:25]([F:30])[CH:26]=2)[N:21]=1.C(=O)([O-])[O-].[Cs+].[Cs+].CC1(C)C2C(=C(P(C3C=CC=CC=3)C3C=CC=CC=3)C=CC=2)OC2C(P(C3C=CC=CC=3)C3C=CC=CC=3)=CC=CC1=2. The catalyst is O1CCOCC1.CN(C=O)C.C([O-])(=O)C.[Pd+2].C([O-])(=O)C. The product is [CH2:17]([C:12]1[CH:13]=[CH:14][CH:15]=[CH:16][C:11]=1[NH:10][C:8]([C:3]1[C:4]([CH3:7])=[N:5][S:6][C:2]=1[NH:1][C:20]1[CH:29]=[N:28][C:27]2[C:22](=[CH:23][CH:24]=[C:25]([F:30])[CH:26]=2)[N:21]=1)=[O:9])[CH3:18]. The yield is 0.170. (2) The yield is 0.430. The reactants are C1N=CN(C(N2C=NC=C2)=O)C=1.OC(C(F)(F)F)=O.[CH:20]1([C:26]2[C:27]3[CH:28]=[CH:29][C:30]([C:57](OC(C)(C)C)=[O:58])=[CH:31][C:32]=3[N:33]3[CH2:39][C:38]([C:40]([N:42]4[CH:47]5[CH2:48][CH2:49][CH:43]4[CH2:44][N:45]([CH3:50])[CH2:46]5)=[O:41])=[CH:37][C:36]4[CH:51]=[C:52]([O:55][CH3:56])[CH:53]=[CH:54][C:35]=4[C:34]=23)[CH2:25][CH2:24][CH2:23][CH2:22][CH2:21]1.[CH3:64][CH:65]([S:67]([NH2:70])(=[O:69])=[O:68])[CH3:66].C1CCN2C(=NCCC2)CC1. The catalyst is C1COCC1. The product is [CH:20]1([C:26]2[C:27]3[CH:28]=[CH:29][C:30]([C:57]([NH:70][S:67]([CH:65]([CH3:66])[CH3:64])(=[O:69])=[O:68])=[O:58])=[CH:31][C:32]=3[N:33]3[CH2:39][C:38]([C:40]([N:42]4[CH:43]5[CH2:49][CH2:48][CH:47]4[CH2:46][N:45]([CH3:50])[CH2:44]5)=[O:41])=[CH:37][C:36]4[CH:51]=[C:52]([O:55][CH3:56])[CH:53]=[CH:54][C:35]=4[C:34]=23)[CH2:21][CH2:22][CH2:23][CH2:24][CH2:25]1. (3) The reactants are C([O:3][C:4]([C:6]1[N:7]=[C:8]([NH:11][C:12](=[O:30])[CH:13]([C:20]2[CH:25]=[CH:24][C:23]([S:26]([CH3:29])(=[O:28])=[O:27])=[CH:22][CH:21]=2)[CH2:14][CH:15]2[CH2:19][CH2:18][CH2:17][CH2:16]2)[S:9][CH:10]=1)=O)C.[H-].[Al+3].[Li+].[H-].[H-].[H-]. The catalyst is C(OCC)C. The product is [CH:15]1([CH2:14][CH:13]([C:20]2[CH:25]=[CH:24][C:23]([S:26]([CH3:29])(=[O:28])=[O:27])=[CH:22][CH:21]=2)[C:12]([NH:11][C:8]2[S:9][CH:10]=[C:6]([CH2:4][OH:3])[N:7]=2)=[O:30])[CH2:16][CH2:17][CH2:18][CH2:19]1. The yield is 0.460. (4) The reactants are Cl[CH2:2][C:3]([NH:5][CH2:6][C:7]1[CH:15]=[CH:14][CH:13]=[C:12]2[C:8]=1[C:9](=[O:25])[N:10]([CH:17]1[CH2:22][CH2:21][C:20](=[O:23])[NH:19][C:18]1=[O:24])[C:11]2=[O:16])=[O:4].[N-:26]=[N+:27]=[N-:28].[Na+].[I-].[Na+]. The catalyst is CC(C)=O. The product is [N:26]([CH2:2][C:3]([NH:5][CH2:6][C:7]1[CH:15]=[CH:14][CH:13]=[C:12]2[C:8]=1[C:9](=[O:25])[N:10]([CH:17]1[CH2:22][CH2:21][C:20](=[O:23])[NH:19][C:18]1=[O:24])[C:11]2=[O:16])=[O:4])=[N+:27]=[N-:28]. The yield is 0.900. (5) The reactants are [CH:1]([C:3]1[CH:4]=[C:5]2[C:10](=[CH:11][CH:12]=1)[C:8](=[O:9])[O:7][CH2:6]2)=[O:2].[CH2:13](O)[CH2:14][OH:15]. The catalyst is C1(C)C=CC=CC=1.CCOC(C)=O.CC1C=CC(S(O)(=O)=O)=CC=1.O. The product is [O:2]1[CH2:13][CH2:14][O:15][CH:1]1[C:3]1[CH:4]=[C:5]2[C:10](=[CH:11][CH:12]=1)[C:8](=[O:9])[O:7][CH2:6]2. The yield is 0.870. (6) The reactants are [CH3:1][C:2]1[CH:7]=[CH:6][C:5]([CH3:8])=[CH:4][C:3]=1[C:9]1[C:13]([NH2:14])=[CH:12][NH:11][N:10]=1.[N:15]1[N:19]2[CH:20]=[CH:21][CH:22]=[N:23][C:18]2=[C:17]([C:24](O)=[O:25])[CH:16]=1.F[P-](F)(F)(F)(F)F.N1(O[P+](N2CCCC2)(N2CCCC2)N2CCCC2)C2N=CC=CC=2N=N1.C(N(CC)C(C)C)(C)C. The catalyst is CN(C)C1C=CN=CC=1.CN(C)C=O. The product is [CH3:1][C:2]1[CH:7]=[CH:6][C:5]([CH3:8])=[CH:4][C:3]=1[C:9]1[C:13]([NH:14][C:24]([C:17]2[CH:16]=[N:15][N:19]3[CH:20]=[CH:21][CH:22]=[N:23][C:18]=23)=[O:25])=[CH:12][NH:11][N:10]=1. The yield is 0.560. (7) The reactants are [NH2:1][C:2]1[N:3]=[CH:4][C:5]([C:9]2[CH:14]=[CH:13][C:12]([S:15]([N:18]([CH:20]3[CH2:22][CH2:21]3)[CH3:19])(=[O:17])=[O:16])=[CH:11][CH:10]=2)=[N:6][C:7]=1Br.CC1(C)C(C)(C)OB([C:31]2[CH:32]=[C:33]3[C:38](=[CH:39][CH:40]=2)[C:37](=[O:41])[NH:36][CH2:35][CH2:34]3)O1. No catalyst specified. The product is [NH2:1][C:2]1[N:3]=[CH:4][C:5]([C:9]2[CH:14]=[CH:13][C:12]([S:15]([N:18]([CH:20]3[CH2:22][CH2:21]3)[CH3:19])(=[O:17])=[O:16])=[CH:11][CH:10]=2)=[N:6][C:7]=1[C:31]1[CH:32]=[C:33]2[C:38](=[CH:39][CH:40]=1)[C:37](=[O:41])[NH:36][CH2:35][CH2:34]2. The yield is 0.850. (8) The reactants are [CH3:1][O:2][C:3](=[O:14])[C:4]1[CH:9]=[CH:8][C:7]([I:10])=[C:6]([N+:11]([O-])=O)[CH:5]=1. The catalyst is C(O)(=O)C.[Fe]. The product is [CH3:1][O:2][C:3](=[O:14])[C:4]1[CH:9]=[CH:8][C:7]([I:10])=[C:6]([NH2:11])[CH:5]=1. The yield is 0.880. (9) The reactants are BrBr.[O:3]=[C:4]1[C:12]2[C:7](=[CH:8][CH:9]=[CH:10][CH:11]=2)[C:6](=[O:13])[N:5]1[CH2:14][CH2:15][CH:16]=O.[NH2:18][C:19]([NH2:21])=[S:20]. The catalyst is C(O)(=O)C. The product is [NH2:21][C:19]1[S:20][C:15]([CH2:14][N:5]2[C:4](=[O:3])[C:12]3[C:7](=[CH:8][CH:9]=[CH:10][CH:11]=3)[C:6]2=[O:13])=[CH:16][N:18]=1. The yield is 0.558.